From a dataset of Catalyst prediction with 721,799 reactions and 888 catalyst types from USPTO. Predict which catalyst facilitates the given reaction. Reactant: [Si](C=[N+]=[N-])(C)(C)[CH3:2].[CH3:8][N:9]1[C:17]2[C:12](=[CH:13][CH:14]=[CH:15][CH:16]=2)[C:11]([CH2:18][C:19]([OH:21])=[O:20])=[CH:10]1.C(O)(=O)C. Product: [CH3:2][O:20][C:19](=[O:21])[CH2:18][C:11]1[C:12]2[C:17](=[CH:16][CH:15]=[CH:14][CH:13]=2)[N:9]([CH3:8])[CH:10]=1. The catalyst class is: 224.